This data is from Reaction yield outcomes from USPTO patents with 853,638 reactions. The task is: Predict the reaction yield, written as a fraction of the theoretical maximum amount of product (1.0 means a 100% yield; for example, 0.34 means a 34% yield). (1) The reactants are Br[C:2]1[CH:3]=[N:4][N:5]2[CH:10]=[CH:9][C:8]([N:11]3[C@@H:15]([C:16]4[CH:21]=[CH:20][CH:19]=[CH:18][C:17]=4[Cl:22])[CH2:14][O:13][C:12]3=[O:23])=[N:7][C:6]=12.CC1(C)C2C=CC=C(P(C3C=CC=CC=3)C3C=CC=CC=3)C=2OC2C1=CC=CC=2P(C1C=CC=CC=1)C1C=CC=CC=1.[F:66][C:67]1[CH:72]=[C:71](B2OC(C)(C)C(C)(C)O2)[CH:70]=[CH:69][C:68]=1[C:82]1[N:86]=[CH:85][N:84]([CH2:87][O:88][CH2:89][CH2:90][Si:91]([CH3:94])([CH3:93])[CH3:92])[N:83]=1.C([O-])([O-])=O.[Na+].[Na+]. The catalyst is C1C=CC(/C=C/C(/C=C/C2C=CC=CC=2)=O)=CC=1.C1C=CC(/C=C/C(/C=C/C2C=CC=CC=2)=O)=CC=1.C1C=CC(/C=C/C(/C=C/C2C=CC=CC=2)=O)=CC=1.[Pd].[Pd].O.CCOC(C)=O.O1CCOCC1. The product is [Cl:22][C:17]1[CH:18]=[CH:19][CH:20]=[CH:21][C:16]=1[C@H:15]1[CH2:14][O:13][C:12](=[O:23])[N:11]1[C:8]1[CH:9]=[CH:10][N:5]2[N:4]=[CH:3][C:2]([C:71]3[CH:70]=[CH:69][C:68]([C:82]4[N:86]=[CH:85][N:84]([CH2:87][O:88][CH2:89][CH2:90][Si:91]([CH3:93])([CH3:92])[CH3:94])[N:83]=4)=[C:67]([F:66])[CH:72]=3)=[C:6]2[N:7]=1. The yield is 0.310. (2) The product is [CH3:1][S:2]([C:3]1[CH:4]=[CH:5][C:6]([CH2:9][CH2:10][C:11]([O:13][CH3:14])=[O:12])=[CH:7][CH:8]=1)=[O:16]. The reactants are [CH3:1][S:2][C:3]1[CH:8]=[CH:7][C:6]([CH2:9][CH2:10][C:11]([O:13][CH3:14])=[O:12])=[CH:5][CH:4]=1.C[OH:16]. No catalyst specified. The yield is 0.810. (3) The reactants are [O:1]1[CH:5]=[CH:4][CH:3]=[C:2]1[C:6]1[CH:11]=[C:10]([O:12][CH3:13])[C:9]([OH:14])=[C:8]([O:15][CH3:16])[CH:7]=1.CCN(CC)CC.[C:24](Cl)(=[O:31])[C:25]1[CH:30]=[CH:29][CH:28]=[CH:27][CH:26]=1.C([O-])(O)=O.[Na+]. The catalyst is C(Cl)Cl. The product is [C:24]([O:14][C:9]1[C:8]([O:15][CH3:16])=[CH:7][C:6]([C:2]2[O:1][CH:5]=[CH:4][CH:3]=2)=[CH:11][C:10]=1[O:12][CH3:13])(=[O:31])[C:25]1[CH:30]=[CH:29][CH:28]=[CH:27][CH:26]=1. The yield is 0.570. (4) The yield is 0.330. The catalyst is ClCCl. The reactants are [F:1][C:2]([F:14])([F:13])[C:3]1[CH:4]=[C:5]([S:9](Cl)(=[O:11])=[O:10])[CH:6]=[CH:7][CH:8]=1.[CH2:15]([O:17][C:18](=[O:40])[C:19]1[CH:24]=[CH:23][C:22]([NH:25][C:26]([C:28]2[CH:36]=[C:35]3[C:31]([CH2:32][CH2:33][NH:34]3)=[C:30]([O:37][CH3:38])[CH:29]=2)=[O:27])=[CH:21][C:20]=1[F:39])[CH3:16].N1C=CC=CC=1. The product is [CH2:15]([O:17][C:18](=[O:40])[C:19]1[CH:24]=[CH:23][C:22]([NH:25][C:26]([C:28]2[CH:36]=[C:35]3[C:31]([CH2:32][CH2:33][N:34]3[S:9]([C:5]3[CH:6]=[CH:7][CH:8]=[C:3]([C:2]([F:14])([F:13])[F:1])[CH:4]=3)(=[O:11])=[O:10])=[C:30]([O:37][CH3:38])[CH:29]=2)=[O:27])=[CH:21][C:20]=1[F:39])[CH3:16]. (5) The reactants are I[C:2]1[C:3]([NH2:17])=[N:4][C:5](=[O:16])[N:6]([CH:15]=1)[C@@H:7]1[O:14][C@H:11]([CH2:12][OH:13])[C@@H:9]([OH:10])[CH2:8]1.C(N(CC)CC)C.[F:25][C:26]([F:34])([F:33])[C:27]([NH:29][CH2:30][C:31]#[CH:32])=[O:28].N(CO[C@@H]1[C@@H](CO)O[C@@H](N2C=C(C#CCNC(=O)C(F)(F)F)C(=O)NC2=O)C1)=[N+]=[N-].C(=O)(O)[O-]. The catalyst is CN(C=O)C.[Cu]I. The product is [F:25][C:26]([F:34])([F:33])[C:27]([NH:29][CH2:30][C:31]#[C:32][C:2]1[C:3]([NH2:17])=[N:4][C:5](=[O:16])[N:6]([CH:15]=1)[C@@H:7]1[O:14][C@H:11]([CH2:12][OH:13])[C@@H:9]([OH:10])[CH2:8]1)=[O:28]. The yield is 1.00. (6) The reactants are [CH:1]1([N:4]2[CH2:13][C:12]3[C:7](=[CH:8][CH:9]=[CH:10][CH:11]=3)[N:6]([CH2:14][C:15]3[N:19]([CH2:20][CH2:21][CH2:22][C:23]([F:26])([F:25])[F:24])[C:18]4[CH:27]=[CH:28][C:29]([CH2:31][NH:32]C(=O)OC(C)(C)C)=[CH:30][C:17]=4[N:16]=3)[C:5]2=[O:40])[CH2:3][CH2:2]1.CCO.CS(O)(=O)=O.C. The catalyst is O. The product is [NH2:32][CH2:31][C:29]1[CH:28]=[CH:27][C:18]2[N:19]([CH2:20][CH2:21][CH2:22][C:23]([F:24])([F:26])[F:25])[C:15]([CH2:14][N:6]3[C:7]4[C:12](=[CH:11][CH:10]=[CH:9][CH:8]=4)[CH2:13][N:4]([CH:1]4[CH2:2][CH2:3]4)[C:5]3=[O:40])=[N:16][C:17]=2[CH:30]=1. The yield is 0.920.